From a dataset of Forward reaction prediction with 1.9M reactions from USPTO patents (1976-2016). Predict the product of the given reaction. The product is: [CH:1]1([NH:7][C:8]2[N:13]=[CH:12][N:11]=[C:10]([C:14]([NH:17][C:18]3[CH:19]=[C:20]4[C:24](=[CH:25][CH:26]=3)[NH:23][N:22]=[CH:21]4)=[O:16])[CH:9]=2)[CH2:2][CH2:3][CH2:4][CH2:5][CH2:6]1. Given the reactants [CH:1]1([NH:7][C:8]2[N:13]=[CH:12][N:11]=[C:10]([C:14]([OH:16])=O)[CH:9]=2)[CH2:6][CH2:5][CH2:4][CH2:3][CH2:2]1.[NH2:17][C:18]1[CH:19]=[C:20]2[C:24](=[CH:25][CH:26]=1)[NH:23][N:22]=[CH:21]2, predict the reaction product.